This data is from Catalyst prediction with 721,799 reactions and 888 catalyst types from USPTO. The task is: Predict which catalyst facilitates the given reaction. (1) Reactant: [CH2:1]1[O:3][CH2:2]1.[CH3:4][O:5][N:6]=[C:7]1[C:11]2[CH:12]=[CH:13][CH:14]=[CH:15][C:10]=2[O:9][C:8]1=[N:16][OH:17].[OH-].[Na+]. Product: [CH3:4][O:5][N:6]=[C:7]1[C:11]2[CH:12]=[CH:13][CH:14]=[CH:15][C:10]=2[O:9][C:8]1=[N:16][O:17][CH2:1][CH2:2][OH:3]. The catalyst class is: 6. (2) Product: [CH3:11][C:6]([O-:5])=[O:32].[CH3:51][C:49]([O-:3])=[O:50].[Pd+2:77]. Reactant: CS([O:5][C:6]1[CH:11]=CC(C(C)(C)C)=CC=1)(=O)=[O:3].NC1C=CC=CC=1.C1C=CC(/C=C/C(/C=C/C2C=CC=CC=2)=[O:32])=CC=1.C1C=CC(/C=C/[C:49](/[CH:51]=C/C2C=CC=CC=2)=[O:50])=CC=1.C1C=CC(/C=C/C(/C=C/C2C=CC=CC=2)=O)=CC=1.[Pd:77].[Pd]. The catalyst class is: 6. (3) Reactant: Cl[C:2]1[C:7]([CH:8]=[O:9])=[C:6]([N:10]2[CH2:22][CH2:21][C:20]3[N:19]4[C:14]([CH2:15][CH2:16][CH2:17][CH2:18]4)=[C:13]([F:23])[C:12]=3[C:11]2=[O:24])[N:5]=[CH:4][CH:3]=1.[CH3:25][N:26]1[C:30]([CH3:31])=[CH:29][C:28]([NH:32][C:33]2[C:34](=[O:49])[N:35]([CH3:48])[CH:36]=[C:37](B3OC(C)(C)C(C)(C)O3)[CH:38]=2)=[N:27]1.C1(P(C2CCCCC2)C2CCCCC2)CCCCC1.C([O-])([O-])=O.[Cs+].[Cs+]. Product: [CH3:25][N:26]1[C:30]([CH3:31])=[CH:29][C:28]([NH:32][C:33]2[C:34](=[O:49])[N:35]([CH3:48])[CH:36]=[C:37]([C:2]3[CH:3]=[CH:4][N:5]=[C:6]([N:10]4[CH2:22][CH2:21][C:20]5[N:19]6[C:14]([CH2:15][CH2:16][CH2:17][CH2:18]6)=[C:13]([F:23])[C:12]=5[C:11]4=[O:24])[C:7]=3[CH:8]=[O:9])[CH:38]=2)=[N:27]1. The catalyst class is: 552. (4) Reactant: F[C:2]1[N:7]=[CH:6][C:5]([C:8]2[O:12][N:11]=[C:10]([C:13]3[CH:21]=[CH:20][C:19]4[NH:18][C:17]5[CH:22]([CH2:25][C:26]([O:28]CC)=[O:27])[CH2:23][CH2:24][C:16]=5[C:15]=4[CH:14]=3)[N:9]=2)=[CH:4][C:3]=1[CH3:31].[CH3:32][CH:33]([OH:35])[CH3:34].CC([O-])(C)C.[K+].O. Product: [CH:33]([O:35][C:2]1[N:7]=[CH:6][C:5]([C:8]2[O:12][N:11]=[C:10]([C:13]3[CH:21]=[CH:20][C:19]4[NH:18][C:17]5[CH:22]([CH2:25][C:26]([OH:28])=[O:27])[CH2:23][CH2:24][C:16]=5[C:15]=4[CH:14]=3)[N:9]=2)=[CH:4][C:3]=1[CH3:31])([CH3:34])[CH3:32]. The catalyst class is: 3. (5) Reactant: C(O[C:4](=[O:22])[C:5]1[C:10]([C:11]([F:14])([F:13])[F:12])=[CH:9][C:8]([N:15]2[CH2:20][CH2:19][O:18][CH2:17][CH2:16]2)=[CH:7][C:6]=1[CH3:21])C.[Cl:23][C:24]1[CH:31]=[CH:30][C:27]([CH2:28][NH2:29])=[CH:26][CH:25]=1.C[Al](C)C.[OH-].[Na+]. Product: [Cl:23][C:24]1[CH:31]=[CH:30][C:27]([CH2:28][NH:29][C:4](=[O:22])[C:5]2[C:10]([C:11]([F:12])([F:14])[F:13])=[CH:9][C:8]([N:15]3[CH2:20][CH2:19][O:18][CH2:17][CH2:16]3)=[CH:7][C:6]=2[CH3:21])=[CH:26][CH:25]=1. The catalyst class is: 11. (6) Reactant: [O:1]=[C:2]1[CH:9]=[C:8]2[C:4]([C:10]([O:12][CH3:13])=[O:11])([CH2:5][CH2:6][CH2:7]2)[CH2:3]1.[CH2:14](O)C. Product: [O:1]=[C:2]1[CH2:3][C:4]2([C:10]([O:12][CH2:13][CH3:14])=[O:11])[CH:8]([CH2:7][CH2:6][CH2:5]2)[CH2:9]1. The catalyst class is: 45. (7) Reactant: [CH2:1]([N:8]1[C:16]2[C:11](=[CH:12][C:13]([NH:17][C:18]3[N:27]=[CH:26][C:25]([C:28]([F:31])([F:30])[F:29])=[CH:24][C:19]=3[C:20]([O:22]C)=[O:21])=[CH:14][CH:15]=2)[CH:10]=[CH:9]1)[C:2]1[CH:7]=[CH:6][CH:5]=[CH:4][CH:3]=1.[OH-].[Na+].O1CCCC1. Product: [CH2:1]([N:8]1[C:16]2[C:11](=[CH:12][C:13]([NH:17][C:18]3[N:27]=[CH:26][C:25]([C:28]([F:31])([F:29])[F:30])=[CH:24][C:19]=3[C:20]([OH:22])=[O:21])=[CH:14][CH:15]=2)[CH:10]=[CH:9]1)[C:2]1[CH:7]=[CH:6][CH:5]=[CH:4][CH:3]=1. The catalyst class is: 5.